Task: Regression. Given two drug SMILES strings and cell line genomic features, predict the synergy score measuring deviation from expected non-interaction effect.. Dataset: NCI-60 drug combinations with 297,098 pairs across 59 cell lines Drug 2: CCCCC(=O)OCC(=O)C1(CC(C2=C(C1)C(=C3C(=C2O)C(=O)C4=C(C3=O)C=CC=C4OC)O)OC5CC(C(C(O5)C)O)NC(=O)C(F)(F)F)O. Synergy scores: CSS=0.555, Synergy_ZIP=1.37, Synergy_Bliss=3.04, Synergy_Loewe=0.314, Synergy_HSA=-0.373. Drug 1: CC(C1=C(C=CC(=C1Cl)F)Cl)OC2=C(N=CC(=C2)C3=CN(N=C3)C4CCNCC4)N. Cell line: M14.